This data is from Peptide-MHC class I binding affinity with 185,985 pairs from IEDB/IMGT. The task is: Regression. Given a peptide amino acid sequence and an MHC pseudo amino acid sequence, predict their binding affinity value. This is MHC class I binding data. (1) The peptide sequence is VTENKKIQY. The MHC is HLA-A01:01 with pseudo-sequence HLA-A01:01. The binding affinity (normalized) is 0.510. (2) The peptide sequence is KMEDSVGCL. The MHC is HLA-A02:02 with pseudo-sequence HLA-A02:02. The binding affinity (normalized) is 0.715. (3) The peptide sequence is KVMEITAEW. The MHC is HLA-A32:01 with pseudo-sequence HLA-A32:01. The binding affinity (normalized) is 0.754. (4) The peptide sequence is NYISNNWIPI. The MHC is H-2-Db with pseudo-sequence H-2-Db. The binding affinity (normalized) is 0.276. (5) The peptide sequence is RIRKDFGKR. The MHC is HLA-B58:01 with pseudo-sequence HLA-B58:01. The binding affinity (normalized) is 0.0847.